This data is from Forward reaction prediction with 1.9M reactions from USPTO patents (1976-2016). The task is: Predict the product of the given reaction. Given the reactants [C:1]([C:3]1[CH:4]=[N:5][N:6]2[C:11]([C:12]([F:15])([F:14])[F:13])=[CH:10][C:9]([C:16]3[CH:21]=[CH:20][C:19]([C:22]([F:25])([F:24])[F:23])=[CH:18][CH:17]=3)=[N:8][C:7]=12)#[CH:2].Br[C:27]1[CH:28]=[CH:29][C:30]([CH3:40])=[C:31]([S:33]([NH:36][CH2:37][CH2:38][OH:39])(=[O:35])=[O:34])[CH:32]=1, predict the reaction product. The product is: [OH:39][CH2:38][CH2:37][NH:36][S:33]([C:31]1[CH:32]=[C:27]([C:2]#[C:1][C:3]2[CH:4]=[N:5][N:6]3[C:11]([C:12]([F:14])([F:13])[F:15])=[CH:10][C:9]([C:16]4[CH:21]=[CH:20][C:19]([C:22]([F:25])([F:24])[F:23])=[CH:18][CH:17]=4)=[N:8][C:7]=23)[CH:28]=[CH:29][C:30]=1[CH3:40])(=[O:35])=[O:34].